This data is from NCI-60 drug combinations with 297,098 pairs across 59 cell lines. The task is: Regression. Given two drug SMILES strings and cell line genomic features, predict the synergy score measuring deviation from expected non-interaction effect. (1) Drug 1: CNC(=O)C1=NC=CC(=C1)OC2=CC=C(C=C2)NC(=O)NC3=CC(=C(C=C3)Cl)C(F)(F)F. Drug 2: C1CC(=O)NC(=O)C1N2C(=O)C3=CC=CC=C3C2=O. Cell line: U251. Synergy scores: CSS=3.23, Synergy_ZIP=1.48, Synergy_Bliss=1.68, Synergy_Loewe=0.593, Synergy_HSA=-0.0144. (2) Drug 1: CC1C(C(CC(O1)OC2CC(CC3=C2C(=C4C(=C3O)C(=O)C5=C(C4=O)C(=CC=C5)OC)O)(C(=O)C)O)N)O.Cl. Drug 2: C1CN1P(=S)(N2CC2)N3CC3. Cell line: DU-145. Synergy scores: CSS=23.7, Synergy_ZIP=-12.3, Synergy_Bliss=-9.49, Synergy_Loewe=-9.62, Synergy_HSA=-8.61. (3) Drug 1: C1=NC2=C(N=C(N=C2N1C3C(C(C(O3)CO)O)F)Cl)N. Drug 2: CC1CCC2CC(C(=CC=CC=CC(CC(C(=O)C(C(C(=CC(C(=O)CC(OC(=O)C3CCCCN3C(=O)C(=O)C1(O2)O)C(C)CC4CCC(C(C4)OC)O)C)C)O)OC)C)C)C)OC. Cell line: BT-549. Synergy scores: CSS=9.42, Synergy_ZIP=-4.95, Synergy_Bliss=-2.07, Synergy_Loewe=-4.39, Synergy_HSA=-2.87. (4) Drug 1: CC12CCC(CC1=CCC3C2CCC4(C3CC=C4C5=CN=CC=C5)C)O. Drug 2: CC1OCC2C(O1)C(C(C(O2)OC3C4COC(=O)C4C(C5=CC6=C(C=C35)OCO6)C7=CC(=C(C(=C7)OC)O)OC)O)O. Cell line: EKVX. Synergy scores: CSS=41.9, Synergy_ZIP=8.50, Synergy_Bliss=9.12, Synergy_Loewe=8.99, Synergy_HSA=8.35. (5) Drug 1: C#CCC(CC1=CN=C2C(=N1)C(=NC(=N2)N)N)C3=CC=C(C=C3)C(=O)NC(CCC(=O)O)C(=O)O. Drug 2: C1CC(=O)NC(=O)C1N2C(=O)C3=CC=CC=C3C2=O. Cell line: HS 578T. Synergy scores: CSS=-1.75, Synergy_ZIP=2.51, Synergy_Bliss=0.253, Synergy_Loewe=-0.301, Synergy_HSA=-2.64. (6) Drug 1: CC1OCC2C(O1)C(C(C(O2)OC3C4COC(=O)C4C(C5=CC6=C(C=C35)OCO6)C7=CC(=C(C(=C7)OC)O)OC)O)O. Drug 2: CC(C)CN1C=NC2=C1C3=CC=CC=C3N=C2N. Cell line: BT-549. Synergy scores: CSS=25.3, Synergy_ZIP=-2.24, Synergy_Bliss=0.810, Synergy_Loewe=-5.90, Synergy_HSA=-0.830.